This data is from Full USPTO retrosynthesis dataset with 1.9M reactions from patents (1976-2016). The task is: Predict the reactants needed to synthesize the given product. (1) Given the product [I:1][C:2]1[N:3]=[C:4]([C@@H:7]2[CH2:11][C@H:10]([CH3:12])[CH2:9][N:8]2[C:19]([C@@H:18]([N:17]([CH3:25])[C:15](=[O:16])[O:14][CH3:13])[CH:22]([CH3:24])[CH3:23])=[O:20])[NH:5][CH:6]=1, predict the reactants needed to synthesize it. The reactants are: [I:1][C:2]1[N:3]=[C:4]([C@@H:7]2[CH2:11][C@H:10]([CH3:12])[CH2:9][NH:8]2)[NH:5][CH:6]=1.[CH3:13][O:14][C:15]([N:17]([CH3:25])[C@@H:18]([CH:22]([CH3:24])[CH3:23])[C:19](O)=[O:20])=[O:16].N1C(C)=CC(C)=CC=1C.CN(C(ON1N=NC2C=CC=NC1=2)=[N+](C)C)C.F[P-](F)(F)(F)(F)F. (2) Given the product [Cl:8][C:4]1[CH:5]=[N:6][CH:7]=[C:2]([C:9]2[CH:14]=[CH:13][CH:12]=[CH:11][CH:10]=2)[N:3]=1, predict the reactants needed to synthesize it. The reactants are: Cl[C:2]1[CH:7]=[N:6][CH:5]=[C:4]([Cl:8])[N:3]=1.[C:9]1(B(O)O)[CH:14]=[CH:13][CH:12]=[CH:11][CH:10]=1. (3) Given the product [CH3:12][O:13][C:14]1[CH:15]=[C:16]([N:17]=[CH:7][C:6]2[CH:9]=[CH:10][C:3]([N:2]([CH3:11])[CH3:1])=[N:4][CH:5]=2)[CH:18]=[CH:19][CH:20]=1, predict the reactants needed to synthesize it. The reactants are: [CH3:1][N:2]([CH3:11])[C:3]1[CH:10]=[CH:9][C:6]([CH:7]=O)=[CH:5][N:4]=1.[CH3:12][O:13][C:14]1[CH:15]=[C:16]([CH:18]=[CH:19][CH:20]=1)[NH2:17]. (4) Given the product [CH3:1][C:2]([CH2:15][CH2:16][CH2:17][CH:18]([CH3:30])[CH2:19][CH2:20][CH2:21][CH:22]([CH3:29])[CH2:23][CH2:24][CH2:25][CH:26]([CH3:28])[CH3:27])=[CH:3][CH2:4][CH2:5][CH2:6][O:7][CH2:8][C@@H:9]([C@@H:11]([CH2:13][OH:14])[OH:12])[OH:10].[OH2:7], predict the reactants needed to synthesize it. The reactants are: [CH3:1][C:2]([CH2:15][CH2:16][CH2:17][CH:18]([CH3:30])[CH2:19][CH2:20][CH2:21][CH:22]([CH3:29])[CH2:23][CH2:24][CH2:25][CH:26]([CH3:28])[CH3:27])=[CH:3][CH2:4][CH2:5][CH2:6][O:7][CH2:8][C@@H:9]([C@@H:11]([CH2:13][OH:14])[OH:12])[OH:10].